From a dataset of Reaction yield outcomes from USPTO patents with 853,638 reactions. Predict the reaction yield, written as a fraction of the theoretical maximum amount of product (1.0 means a 100% yield; for example, 0.34 means a 34% yield). (1) The reactants are [F:1][C:2]1[C:3]2[N:4]([C:14]([SH:17])=[N:15][N:16]=2)[CH:5]=[C:6]([C:8]2[CH:9]=[N:10][N:11]([CH3:13])[CH:12]=2)[CH:7]=1.C1(P(C2C=CC=CC=2)[C:25]2[C:38]3[O:37][C:36]4[C:31](=CC=C[C:35]=4P(C4C=CC=CC=4)C4C=CC=CC=4)[C:30](C)(C)[C:29]=3[CH:28]=[CH:27][CH:26]=2)C=CC=CC=1.CC(C)([O-:63])C.[Na+].[CH3:66][N:67]([CH3:70])C=O. The catalyst is C1C=CC(/C=C/C(/C=C/C2C=CC=CC=2)=O)=CC=1.C1C=CC(/C=C/C(/C=C/C2C=CC=CC=2)=O)=CC=1.C1C=CC(/C=C/C(/C=C/C2C=CC=CC=2)=O)=CC=1.[Pd].[Pd]. The product is [F:1][C:2]1[C:3]2[N:4]([C:14]([S:17][C:29]3[CH:28]=[CH:27][C:66]4[N:67]=[CH:70][C:35]5[O:63][CH2:26][CH2:25][CH2:38][O:37][C:36]=5[C:31]=4[CH:30]=3)=[N:15][N:16]=2)[CH:5]=[C:6]([C:8]2[CH:9]=[N:10][N:11]([CH3:13])[CH:12]=2)[CH:7]=1. The yield is 0.330. (2) The catalyst is C1COCC1. The product is [CH2:1]([S:8][C:14]1[CH:15]=[CH:16][CH:17]=[C:12]([F:11])[N:13]=1)[C:2]1[CH:7]=[CH:6][CH:5]=[CH:4][CH:3]=1. The yield is 0.920. The reactants are [CH2:1]([SH:8])[C:2]1[CH:7]=[CH:6][CH:5]=[CH:4][CH:3]=1.[H-].[Na+].[F:11][C:12]1[CH:17]=[CH:16][CH:15]=[C:14](F)[N:13]=1. (3) The yield is 0.660. The product is [CH3:7][O:8][C:9]1[CH:10]=[C:11](/[CH:12]=[CH:26]/[C:27]([NH:29][C:30]2[CH:38]=[CH:37][CH:36]=[CH:35][C:31]=2[C:32]([OH:34])=[O:33])=[O:28])[CH:14]=[CH:15][C:16]=1[O:17][CH:18]([CH2:21][CH3:22])[CH2:19][CH3:20]. The reactants are N1CCCCC1.[CH3:7][O:8][C:9]1[CH:10]=[C:11]([CH:14]=[CH:15][C:16]=1[O:17][CH:18]([CH2:21][CH3:22])[CH2:19][CH3:20])[CH:12]=O.C([CH2:26][C:27]([NH:29][C:30]1[CH:38]=[CH:37][CH:36]=[CH:35][C:31]=1[C:32]([OH:34])=[O:33])=[O:28])(O)=O.CC(O)=O. The catalyst is C1(C)C=CC=CC=1. (4) The reactants are [Br:1][C:2]1[C:11]2[S:12][C:13]([CH3:16])=[C:14]([CH3:15])[C:10]=2[C:9]([C:17]2[CH:22]=[C:21]([CH3:23])[C:20]([OH:24])=[C:19]([CH3:25])[CH:18]=2)=[C:8]2[C:3]=1[CH:4]=[CH:5][CH:6]=[CH:7]2.O[C@@H:27]([CH2:32][C:33]1[CH:38]=[CH:37][CH:36]=[CH:35][CH:34]=1)[C:28]([O:30][CH3:31])=[O:29].C1(P(C2C=CC=CC=2)C2C=CC=CC=2)C=CC=CC=1.N(C(OCC)=O)=NC(OCC)=O. The catalyst is C1C=CC=CC=1. The product is [CH3:31][O:30][C:28](=[O:29])[C@H:27]([O:24][C:20]1[C:21]([CH3:23])=[CH:22][C:17]([C:9]2[C:10]3[C:14]([CH3:15])=[C:13]([CH3:16])[S:12][C:11]=3[C:2]([Br:1])=[C:3]3[C:8]=2[CH:7]=[CH:6][CH:5]=[CH:4]3)=[CH:18][C:19]=1[CH3:25])[CH2:32][C:33]1[CH:34]=[CH:35][CH:36]=[CH:37][CH:38]=1. The yield is 0.650.